This data is from Reaction yield outcomes from USPTO patents with 853,638 reactions. The task is: Predict the reaction yield, written as a fraction of the theoretical maximum amount of product (1.0 means a 100% yield; for example, 0.34 means a 34% yield). (1) The reactants are [NH2:1][C:2]1[C:7]([N+:8]([O-])=O)=[C:6]([C:11]2[CH:18]=[CH:17][C:14]([C:15]#[N:16])=[CH:13][CH:12]=2)[CH:5]=[CH:4][N:3]=1. The catalyst is CO.[Pd]. The product is [NH2:1][C:2]1[C:7]([NH2:8])=[C:6]([C:11]2[CH:18]=[CH:17][C:14]([C:15]#[N:16])=[CH:13][CH:12]=2)[CH:5]=[CH:4][N:3]=1. The yield is 0.970. (2) The reactants are [NH2:1][C:2]1[CH:3]=[C:4]([S:8][C:9]2[CH:10]=[CH:11][C:12]3[N:13]([CH:15]=[C:16]([NH:18][C:19]([CH:21]4[CH2:23][CH2:22]4)=[O:20])[N:17]=3)[N:14]=2)[CH:5]=[CH:6][CH:7]=1.[F:24][C:25]([F:36])([F:35])[C:26]1[CH:27]=[C:28]([CH:32]=[CH:33][CH:34]=1)[C:29](O)=[O:30].C(Cl)(=O)C(Cl)=O.O1CCCC1. The catalyst is CN(C)C=O.CN(C)C(=O)C. The product is [CH:21]1([C:19]([NH:18][C:16]2[N:17]=[C:12]3[CH:11]=[CH:10][C:9]([S:8][C:4]4[CH:3]=[C:2]([NH:1][C:29](=[O:30])[C:28]5[CH:32]=[CH:33][CH:34]=[C:26]([C:25]([F:24])([F:35])[F:36])[CH:27]=5)[CH:7]=[CH:6][CH:5]=4)=[N:14][N:13]3[CH:15]=2)=[O:20])[CH2:22][CH2:23]1. The yield is 0.750. (3) The reactants are [H-].[Na+].CS(C)=O.[I-].[CH3:8][S+](C)(C)=O.[CH2:13]([C@:15]12[CH2:25][CH2:24][C:23](=[O:26])[CH2:22][C@H:21]1[CH2:20][CH2:19][O:18][C:17]1[CH:27]=[C:28]([C:31]([NH:33][C:34]3[C:35]([CH3:40])=[N:36][CH:37]=[CH:38][CH:39]=3)=[O:32])[CH:29]=[CH:30][C:16]2=1)[CH3:14].[CH2:41]([C@@:43]12[CH2:53][CH2:52][C:51](=[O:54])[CH2:50][C@@H:49]1[CH2:48][CH2:47][O:46][C:45]1[CH:55]=[C:56]([C:59]([NH:61][C:62]3[C:63]([CH3:68])=[N:64][CH:65]=[CH:66][CH:67]=3)=[O:60])[CH:57]=[CH:58][C:44]2=1)[CH3:42]. The catalyst is C1COCC1. The product is [CH2:13]([C@:15]12[CH2:25][CH2:24][C@@:23]3([CH2:41][O:26]3)[CH2:22][C@H:21]1[CH2:20][CH2:19][O:18][C:17]1[CH:27]=[C:28]([C:31]([NH:33][C:34]3[C:35]([CH3:40])=[N:36][CH:37]=[CH:38][CH:39]=3)=[O:32])[CH:29]=[CH:30][C:16]2=1)[CH3:14].[CH2:41]([C@@:43]12[CH2:53][CH2:52][C@:51]3([CH2:8][O:54]3)[CH2:50][C@@H:49]1[CH2:48][CH2:47][O:46][C:45]1[CH:55]=[C:56]([C:59]([NH:61][C:62]3[C:63]([CH3:68])=[N:64][CH:65]=[CH:66][CH:67]=3)=[O:60])[CH:57]=[CH:58][C:44]2=1)[CH3:42]. The yield is 0.870.